From a dataset of Reaction yield outcomes from USPTO patents with 853,638 reactions. Predict the reaction yield, written as a fraction of the theoretical maximum amount of product (1.0 means a 100% yield; for example, 0.34 means a 34% yield). (1) The reactants are [Cl:1][C:2]1[CH:18]=[CH:17][C:5]2[CH2:6][CH2:7][N:8]([C:11](=[O:16])[C:12]([F:15])([F:14])[F:13])[CH2:9][CH2:10][C:4]=2[C:3]=1OS(C(F)(F)F)(=O)=O.[CH3:27][C:28]([CH3:41])([CH3:40])[CH2:29][O:30][CH2:31][C:32]1[CH:39]=[CH:38][C:35]([CH2:36][NH2:37])=[CH:34][CH:33]=1. The catalyst is C1(C)C=CC=CC=1. The product is [Cl:1][C:2]1[CH:18]=[CH:17][C:5]2[CH2:6][CH2:7][N:8]([C:11](=[O:16])[C:12]([F:15])([F:14])[F:13])[CH2:9][CH2:10][C:4]=2[C:3]=1[NH:37][CH2:36][C:35]1[CH:38]=[CH:39][C:32]([CH2:31][O:30][CH2:29][C:28]([CH3:41])([CH3:40])[CH3:27])=[CH:33][CH:34]=1. The yield is 0.790. (2) The reactants are [Br:1][C:2]1[CH:3]=[N:4][CH:5]=[C:6]([CH:10]=1)[C:7]([OH:9])=O.[CH3:11][S:12]([C:15]1[CH:16]=[C:17]([CH2:21][C:22]([O:24][CH3:25])=[O:23])[CH:18]=[CH:19][CH:20]=1)(=[NH:14])=[O:13].Cl.CN(C)CCCN=C=NCC.CCOC(C)=O. The catalyst is CN(C1C=CN=CC=1)C.CN(C=O)C. The product is [Br:1][C:2]1[CH:10]=[C:6]([C:7]([N:14]=[S:12]([C:15]2[CH:16]=[C:17]([CH2:21][C:22]([O:24][CH3:25])=[O:23])[CH:18]=[CH:19][CH:20]=2)([CH3:11])=[O:13])=[O:9])[CH:5]=[N:4][CH:3]=1. The yield is 0.750. (3) The reactants are [F:1][C:2]1([F:33])[O:6][C:5]2[CH:7]=[C:8]([OH:32])[C:9]([C:11]3(O)[C:19]4[C:14](=[CH:15][CH:16]=[CH:17][CH:18]=4)[N:13]([CH2:20][C:21]4[O:22][C:23]([C:26]([F:29])([F:28])[F:27])=[CH:24][CH:25]=4)[C:12]3=[O:30])=[CH:10][C:4]=2[O:3]1.C([SiH](CC)CC)C.FC(F)(F)C(O)=O. The catalyst is ClCCl. The product is [F:33][C:2]1([F:1])[O:6][C:5]2[CH:7]=[C:8]([OH:32])[C:9]([CH:11]3[C:19]4[C:14](=[CH:15][CH:16]=[CH:17][CH:18]=4)[N:13]([CH2:20][C:21]4[O:22][C:23]([C:26]([F:28])([F:29])[F:27])=[CH:24][CH:25]=4)[C:12]3=[O:30])=[CH:10][C:4]=2[O:3]1. The yield is 0.750. (4) The reactants are Br[C:2]1[CH:3]=[C:4]2[C:8](=[CH:9][C:10]=1[Cl:11])[NH:7][N:6]=[C:5]2[C:12]([OH:14])=[O:13].[O:15]1[C:19]2[CH:20]=[CH:21][C:22](B(O)O)=[CH:23][C:18]=2[CH2:17][CH2:16]1.C(=O)([O-])[O-].[K+].[K+]. The catalyst is CCO.C1(C)C=CC=CC=1.C1C=CC(P(C2C=CC=CC=2)[C-]2C=CC=C2)=CC=1.C1C=CC(P(C2C=CC=CC=2)[C-]2C=CC=C2)=CC=1.Cl[Pd]Cl.[Fe+2]. The product is [Cl:11][C:10]1[CH:9]=[C:8]2[C:4]([C:5]([C:12]([OH:14])=[O:13])=[N:6][NH:7]2)=[CH:3][C:2]=1[C:22]1[CH:21]=[CH:20][C:19]2[O:15][CH2:16][CH2:17][C:18]=2[CH:23]=1. The yield is 0.220. (5) The reactants are O=P(Cl)(Cl)Cl.[CH2:6]([N:8]1[C:20]2[CH:19]=[CH:18][CH:17]=[CH:16][C:15]=2[C:14]2[C:9]1=[CH:10][CH:11]=[CH:12][CH:13]=2)[CH3:7].[C:21]([O-:24])(=O)C.[Na+].CN([CH:29]=[O:30])C. The catalyst is O. The product is [CH2:6]([N:8]1[C:20]2[CH:19]=[CH:18][C:17]([CH:29]=[O:30])=[CH:16][C:15]=2[C:14]2[C:9]1=[CH:10][CH:11]=[C:12]([CH:21]=[O:24])[CH:13]=2)[CH3:7]. The yield is 0.460. (6) The reactants are [NH:1]1[CH2:6][CH2:5][C:4]2([C:14]3[C:9](=[CH:10][CH:11]=[CH:12][CH:13]=3)[CH2:8][CH2:7]2)[CH2:3][CH2:2]1.C([O-])([O-])=O.[Cs+].[Cs+].Br[CH2:22][C:23]1[CH:28]=[CH:27][C:26]([CH2:29][OH:30])=[CH:25][CH:24]=1.O. The catalyst is CN(C=O)C. The product is [N:1]1([CH2:22][C:23]2[CH:28]=[CH:27][C:26]([CH2:29][OH:30])=[CH:25][CH:24]=2)[CH2:6][CH2:5][C:4]2([C:14]3[C:9](=[CH:10][CH:11]=[CH:12][CH:13]=3)[CH2:8][CH2:7]2)[CH2:3][CH2:2]1. The yield is 0.980. (7) The reactants are [F:1][C:2]([F:13])([F:12])[C:3]1[N:7]2[CH:8]=[CH:9][N:10]=[CH:11][C:6]2=[CH:5][N:4]=1. The catalyst is C(O)C.[Pd]. The product is [F:13][C:2]([F:1])([F:12])[C:3]1[N:7]2[CH2:8][CH2:9][NH:10][CH2:11][C:6]2=[CH:5][N:4]=1. The yield is 0.990.